This data is from Full USPTO retrosynthesis dataset with 1.9M reactions from patents (1976-2016). The task is: Predict the reactants needed to synthesize the given product. (1) Given the product [CH3:1][C:2]1([CH3:17])[C:10]2[C:5](=[CH:6][C:7]([N:11]3[CH2:16][CH2:15][O:14][CH2:13][CH2:12]3)=[CH:8][CH:9]=2)[N:4]([C:19]2[C:28]3[C:23](=[CH:24][CH:25]=[CH:26][CH:27]=3)[N:22]=[CH:21][C:20]=2[CH3:29])[CH2:3]1, predict the reactants needed to synthesize it. The reactants are: [CH3:1][C:2]1([CH3:17])[C:10]2[C:5](=[CH:6][C:7]([N:11]3[CH2:16][CH2:15][O:14][CH2:13][CH2:12]3)=[CH:8][CH:9]=2)[NH:4][CH2:3]1.Cl[C:19]1[C:28]2[C:23](=[CH:24][CH:25]=[CH:26][CH:27]=2)[N:22]=[CH:21][C:20]=1[CH3:29].C(=O)([O-])[O-].[Cs+].[Cs+].C1C=CC(P(C2C(C3C(P(C4C=CC=CC=4)C4C=CC=CC=4)=CC=C4C=3C=CC=C4)=C3C(C=CC=C3)=CC=2)C2C=CC=CC=2)=CC=1. (2) Given the product [Cl:1][C:2]1[CH:7]=[C:6]([O:8][S:37]([C:36]([F:49])([F:48])[F:35])(=[O:39])=[O:38])[CH:5]=[CH:4][C:3]=1[CH:9]([CH3:27])[C:10]([OH:15])([C:16]1[CH:17]=[CH:18][C:19]2[O:23][C:22](=[O:24])[N:21]([CH3:25])[C:20]=2[CH:26]=1)[C:11]([F:12])([F:13])[F:14], predict the reactants needed to synthesize it. The reactants are: [Cl:1][C:2]1[CH:7]=[C:6]([OH:8])[CH:5]=[CH:4][C:3]=1[CH:9]([CH3:27])[C:10]([C:16]1[CH:17]=[CH:18][C:19]2[O:23][C:22](=[O:24])[N:21]([CH3:25])[C:20]=2[CH:26]=1)([OH:15])[C:11]([F:14])([F:13])[F:12].C(N(CC)CC)C.[F:35][C:36]([F:49])([F:48])[S:37](O[S:37]([C:36]([F:49])([F:48])[F:35])(=[O:39])=[O:38])(=[O:39])=[O:38].O. (3) Given the product [F:22][CH:21]([F:23])[O:20][C:17]1[CH:18]=[CH:19][C:14]([C:8]2([C:4]3[CH:5]=[CH:6][CH:7]=[C:2]([B:25]4[O:29][C:28]([CH3:31])([CH3:30])[C:27]([CH3:33])([CH3:32])[O:26]4)[CH:3]=3)[CH2:12][O:11][C:10]([NH2:13])=[N:9]2)=[CH:15][C:16]=1[CH3:24], predict the reactants needed to synthesize it. The reactants are: Br[C:2]1[CH:3]=[C:4]([C:8]2([C:14]3[CH:19]=[CH:18][C:17]([O:20][CH:21]([F:23])[F:22])=[C:16]([CH3:24])[CH:15]=3)[CH2:12][O:11][C:10]([NH2:13])=[N:9]2)[CH:5]=[CH:6][CH:7]=1.[B:25]1([B:25]2[O:29][C:28]([CH3:31])([CH3:30])[C:27]([CH3:33])([CH3:32])[O:26]2)[O:29][C:28]([CH3:31])([CH3:30])[C:27]([CH3:33])([CH3:32])[O:26]1.C([O-])(=O)C.[K+].O. (4) Given the product [C:1](=[O:58])([O:2][CH:3]([CH3:5])[CH3:4])[O:6][CH:7]([C@:9]12[O:16][C@:13]([C:17]3[CH:22]=[CH:21][C:20]([Cl:23])=[C:19]([CH2:24][C:25]4[CH:30]=[CH:29][C:28]([O:31][CH2:32][CH3:33])=[CH:27][CH:26]=4)[CH:18]=3)([O:14][CH2:15]1)[C@H:12]([OH:34])[C@@H:11]([OH:42])[CH:10]2[OH:50])[CH3:8], predict the reactants needed to synthesize it. The reactants are: [C:1](=[O:58])([O:6][CH:7]([C@:9]12[O:16][C@:13]([C:17]3[CH:22]=[CH:21][C:20]([Cl:23])=[C:19]([CH2:24][C:25]4[CH:30]=[CH:29][C:28]([O:31][CH2:32][CH3:33])=[CH:27][CH:26]=4)[CH:18]=3)([O:14][CH2:15]1)[C@H:12]([O:34]CC1C=CC=CC=1)[C@@H:11]([O:42]CC1C=CC=CC=1)[CH:10]2[O:50]CC1C=CC=CC=1)[CH3:8])[O:2][CH:3]([CH3:5])[CH3:4].ClC1C=CC=CC=1Cl. (5) Given the product [CH2:1]([C:3]1[CH:12]=[C:11]2[C:6]([C:7](=[O:19])[N:8]([N:14]([C:27](=[O:33])[CH2:28][CH2:29][CH2:30][CH2:31][CH3:32])[S:15]([CH3:18])(=[O:16])=[O:17])[C:9](=[O:13])[NH:10]2)=[CH:5][C:4]=1[C:20]1[N:21]([CH2:25][CH3:26])[N:22]=[CH:23][CH:24]=1)[CH3:2], predict the reactants needed to synthesize it. The reactants are: [CH2:1]([C:3]1[CH:12]=[C:11]2[C:6]([C:7](=[O:19])[N:8]([NH:14][S:15]([CH3:18])(=[O:17])=[O:16])[C:9](=[O:13])[NH:10]2)=[CH:5][C:4]=1[C:20]1[N:21]([CH2:25][CH3:26])[N:22]=[CH:23][CH:24]=1)[CH3:2].[C:27](Cl)(=[O:33])[CH2:28][CH2:29][CH2:30][CH2:31][CH3:32]. (6) Given the product [CH2:1]([O:3][C:4](=[O:14])[C:5]1[C:10]([O:17][CH2:16][CH3:15])=[CH:9][C:8]([CH3:12])=[N:7][C:6]=1[Cl:13])[CH3:2], predict the reactants needed to synthesize it. The reactants are: [CH2:1]([O:3][C:4](=[O:14])[C:5]1[C:10](Cl)=[CH:9][C:8]([CH3:12])=[N:7][C:6]=1[Cl:13])[CH3:2].[CH3:15][CH2:16][O-:17].[Na+].